Dataset: Forward reaction prediction with 1.9M reactions from USPTO patents (1976-2016). Task: Predict the product of the given reaction. Given the reactants [Cl:1][C:2]1[N:7]=[C:6]([F:8])[C:5]2[O:9][C:10]3[C:15]([C@@:16]4([CH2:21][CH2:20][O:19][C:18]([NH2:22])=[N:17]4)[C:4]=2[CH:3]=1)=[CH:14][C:13]([NH2:23])=[CH:12][CH:11]=3.[Cl:24][C:25]1[CH:26]=[CH:27][C:28]([C:31](O)=[O:32])=[N:29][CH:30]=1.[Cl-].COC1N=C(OC)N=C([N+]2(C)CCOCC2)N=1, predict the reaction product. The product is: [NH2:22][C:18]1[O:19][CH2:20][CH2:21][C@:16]2([C:4]3[CH:3]=[C:2]([Cl:1])[N:7]=[C:6]([F:8])[C:5]=3[O:9][C:10]3[C:15]2=[CH:14][C:13]([NH:23][C:31](=[O:32])[C:28]2[CH:27]=[CH:26][C:25]([Cl:24])=[CH:30][N:29]=2)=[CH:12][CH:11]=3)[N:17]=1.